This data is from Full USPTO retrosynthesis dataset with 1.9M reactions from patents (1976-2016). The task is: Predict the reactants needed to synthesize the given product. (1) Given the product [C:1]([O:5][C:6](=[O:20])[NH:7][C:8]1[NH:12][C:11]2[CH:13]=[CH:14][C:15]([NH2:17])=[CH:16][C:10]=2[N:9]=1)([CH3:4])([CH3:2])[CH3:3], predict the reactants needed to synthesize it. The reactants are: [C:1]([O:5][C:6](=[O:20])[NH:7][C:8]1[NH:12][C:11]2[CH:13]=[CH:14][C:15]([N+:17]([O-])=O)=[CH:16][C:10]=2[N:9]=1)([CH3:4])([CH3:3])[CH3:2].CO. (2) The reactants are: [CH2:1]([C@H:8]([C@H:15]([OH:22])[C:16]([O:18]C(C)C)=[O:17])[C:9]([O:11]C(C)C)=[O:10])[C:2]1[CH:7]=[CH:6][CH:5]=[CH:4][CH:3]=1.[OH-].[K+]. Given the product [CH2:1]([C@H:8]([C@H:15]([OH:22])[C:16]([OH:18])=[O:17])[C:9]([OH:11])=[O:10])[C:2]1[CH:3]=[CH:4][CH:5]=[CH:6][CH:7]=1, predict the reactants needed to synthesize it. (3) Given the product [OH:34][CH2:33][CH2:32][C:31]1[N:35]=[C:26]([CH:11]2[CH2:12][CH:13]([C:15]3[CH:16]=[CH:17][C:18]([O:21][C:22]([F:23])([F:24])[F:25])=[CH:19][CH:20]=3)[CH2:14][N:9]([C:7]([N:1]3[CH2:6][CH2:5][S:4][CH2:3][CH2:2]3)=[O:8])[CH2:10]2)[O:28][N:30]=1, predict the reactants needed to synthesize it. The reactants are: [N:1]1([C:7]([N:9]2[CH2:14][CH:13]([C:15]3[CH:20]=[CH:19][C:18]([O:21][C:22]([F:25])([F:24])[F:23])=[CH:17][CH:16]=3)[CH2:12][CH:11]([C:26]([OH:28])=O)[CH2:10]2)=[O:8])[CH2:6][CH2:5][S:4][CH2:3][CH2:2]1.O[N:30]=[C:31]([NH2:35])[CH2:32][CH2:33][OH:34]. (4) Given the product [NH2:32][CH2:31][C:29]1[CH:28]=[N:27][N:26]([CH2:25][C@@H:17]2[C@H:16]([NH:15][C:13](=[O:14])/[C:12](=[N:11]\[O:10][C:7]([CH3:9])([CH3:8])[C:6]([OH:53])=[O:5])/[C:40]3[N:41]=[C:42]([NH2:45])[S:43][CH:44]=3)[C:19](=[O:20])[N:18]2[S:21]([OH:24])(=[O:23])=[O:22])[N:30]=1, predict the reactants needed to synthesize it. The reactants are: C([O:5][C:6](=[O:53])[C:7]([O:10]/[N:11]=[C:12](/[C:40]1[N:41]=[C:42]([NH:45]C(OC(C)(C)C)=O)[S:43][CH:44]=1)\[C:13]([NH:15][C@@H:16]1[C:19](=[O:20])[N:18]([S:21]([OH:24])(=[O:23])=[O:22])[C@@H:17]1[CH2:25][N:26]1[N:30]=[C:29]([CH2:31][NH:32]C(OC(C)(C)C)=O)[CH:28]=[N:27]1)=[O:14])([CH3:9])[CH3:8])(C)(C)C.C(O)(C(F)(F)F)=O.